This data is from Full USPTO retrosynthesis dataset with 1.9M reactions from patents (1976-2016). The task is: Predict the reactants needed to synthesize the given product. (1) Given the product [CH3:24][C:23]1[CH:22]=[C:21]([CH3:25])[NH:20][C:19](=[O:26])[C:18]=1[CH2:17][NH:16][C:14]([C:4]1[C:5]2[CH:6]=[N:7][N:8]([CH:11]([CH3:13])[CH3:12])[C:9]=2[CH:10]=[C:2]([C:35]2[CH:34]=[CH:33][C:32]([S:29]([NH:28][CH3:27])(=[O:30])=[O:31])=[CH:37][CH:36]=2)[CH:3]=1)=[O:15], predict the reactants needed to synthesize it. The reactants are: Br[C:2]1[CH:3]=[C:4]([C:14]([NH:16][CH2:17][C:18]2[C:19](=[O:26])[NH:20][C:21]([CH3:25])=[CH:22][C:23]=2[CH3:24])=[O:15])[C:5]2[CH:6]=[N:7][N:8]([CH:11]([CH3:13])[CH3:12])[C:9]=2[CH:10]=1.[CH3:27][NH:28][S:29]([C:32]1[CH:37]=[CH:36][C:35](B(O)O)=[CH:34][CH:33]=1)(=[O:31])=[O:30].C(=O)(O)[O-].[Na+].CCOC(C)=O. (2) Given the product [CH3:31][CH:30]([CH3:32])[C:29]([NH:28][C:24]1[CH:25]=[CH:26][CH:27]=[C:22]([CH:19]2[CH2:18][CH2:17][N:16]([CH2:15][CH2:14][C@H:13]([NH:12][C:2]([NH:1][C:4]3[CH:9]=[CH:8][CH:7]=[CH:6][C:5]=3[S:10][CH3:11])=[O:3])[C:34]3[CH:35]=[CH:36][CH:37]=[CH:38][CH:39]=3)[CH2:21][CH2:20]2)[CH:23]=1)=[O:33], predict the reactants needed to synthesize it. The reactants are: [N:1]([C:4]1[CH:9]=[CH:8][CH:7]=[CH:6][C:5]=1[S:10][CH3:11])=[C:2]=[O:3].[NH2:12][C@H:13]([C:34]1[CH:39]=[CH:38][CH:37]=[CH:36][CH:35]=1)[CH2:14][CH2:15][N:16]1[CH2:21][CH2:20][CH:19]([C:22]2[CH:23]=[C:24]([NH:28][C:29](=[O:33])[CH:30]([CH3:32])[CH3:31])[CH:25]=[CH:26][CH:27]=2)[CH2:18][CH2:17]1. (3) Given the product [CH2:12]([N:4]1[C:5]([N:7]2[CH2:11][CH2:10][CH2:9][CH2:8]2)=[N:6][C:2]([C:15]#[C:14][Si:16]([CH3:19])([CH3:18])[CH3:17])=[N:3]1)[CH3:13], predict the reactants needed to synthesize it. The reactants are: Br[C:2]1[N:6]=[C:5]([N:7]2[CH2:11][CH2:10][CH2:9][CH2:8]2)[N:4]([CH2:12][CH3:13])[N:3]=1.[C:14]([Si:16]([CH3:19])([CH3:18])[CH3:17])#[CH:15].C(N(CC)CC)C. (4) Given the product [CH3:16][C:15]1[C:10]([O:8][C:6]2[CH:5]=[CH:4][N:3]=[C:2]([NH2:1])[CH:7]=2)=[N:11][CH:12]=[C:13]([N+:17]([O-:19])=[O:18])[CH:14]=1, predict the reactants needed to synthesize it. The reactants are: [NH2:1][C:2]1[CH:7]=[C:6]([OH:8])[CH:5]=[CH:4][N:3]=1.Cl[C:10]1[C:15]([CH3:16])=[CH:14][C:13]([N+:17]([O-:19])=[O:18])=[CH:12][N:11]=1.C([O-])([O-])=O.[K+].[K+].